Predict which catalyst facilitates the given reaction. From a dataset of Catalyst prediction with 721,799 reactions and 888 catalyst types from USPTO. Reactant: Br[C:2]1[C:11]2[C:6](=[CH:7][CH:8]=[CH:9][CH:10]=2)[N:5]=[CH:4][CH:3]=1.[C:12]([C:14]1[CH:19]=[CH:18][CH:17]=[CH:16][CH:15]=1)#[CH:13].C(N(CC)CC)C. Product: [C:14]1([C:12]#[C:13][C:2]2[C:11]3[C:6](=[CH:7][CH:8]=[CH:9][CH:10]=3)[N:5]=[CH:4][CH:3]=2)[CH:19]=[CH:18][CH:17]=[CH:16][CH:15]=1. The catalyst class is: 830.